Dataset: Catalyst prediction with 721,799 reactions and 888 catalyst types from USPTO. Task: Predict which catalyst facilitates the given reaction. The catalyst class is: 384. Reactant: [CH2:1](I)[CH3:2].[Br:4][C:5]1[C:10]([O:11][CH3:12])=[CH:9][C:8]([C:13]([CH3:18])([CH3:17])[C:14]([OH:16])=[O:15])=[CH:7][C:6]=1[O:19][CH3:20].C(=O)(O)[O-].[Na+].CCCCCC. Product: [Br:4][C:5]1[C:6]([O:19][CH3:20])=[CH:7][C:8]([C:13]([CH3:18])([CH3:17])[C:14]([O:16][CH2:1][CH3:2])=[O:15])=[CH:9][C:10]=1[O:11][CH3:12].